Task: Predict which catalyst facilitates the given reaction.. Dataset: Catalyst prediction with 721,799 reactions and 888 catalyst types from USPTO (1) Reactant: [CH2:1]([N:3]1[C:9](=[O:10])[C:8]([CH3:12])([CH3:11])[C:7](=[O:13])[N:6]([CH3:14])[C:5]2[CH:15]=[C:16]([OH:19])[CH:17]=[CH:18][C:4]1=2)[CH3:2].C(=O)([O-])[O-].[K+].[K+].Br[CH2:27][CH2:28][CH2:29][Cl:30]. Product: [Cl:30][CH2:29][CH2:28][CH2:27][O:19][C:16]1[CH:17]=[CH:18][C:4]2[N:3]([CH2:1][CH3:2])[C:9](=[O:10])[C:8]([CH3:12])([CH3:11])[C:7](=[O:13])[N:6]([CH3:14])[C:5]=2[CH:15]=1. The catalyst class is: 192. (2) Reactant: [CH2:1]([O:3][C:4]1[CH:5]=[C:6]([N:13]2[CH2:18][CH2:17][N:16]([C:19](=[O:21])[CH3:20])[CH2:15][CH2:14]2)[CH:7]=[CH:8][C:9]=1[N+:10]([O-])=O)[CH3:2]. Product: [NH2:10][C:9]1[CH:8]=[CH:7][C:6]([N:13]2[CH2:18][CH2:17][N:16]([C:19](=[O:21])[CH3:20])[CH2:15][CH2:14]2)=[CH:5][C:4]=1[O:3][CH2:1][CH3:2]. The catalyst class is: 29.